This data is from Forward reaction prediction with 1.9M reactions from USPTO patents (1976-2016). The task is: Predict the product of the given reaction. The product is: [I:24][C:2]1[N:6]([C:7]2[CH:12]=[CH:11][CH:10]=[CH:9][C:8]=2[CH3:13])[N:5]=[C:4]([C:14]([O:16][CH2:17][CH3:18])=[O:15])[CH:3]=1. Given the reactants N[C:2]1[N:6]([C:7]2[CH:12]=[CH:11][CH:10]=[CH:9][C:8]=2[CH3:13])[N:5]=[C:4]([C:14]([O:16][CH2:17][CH3:18])=[O:15])[CH:3]=1.S(=O)(=O)(O)O.[I-:24].[K+].N([O-])=O.[Na+], predict the reaction product.